From a dataset of Peptide-MHC class I binding affinity with 185,985 pairs from IEDB/IMGT. Regression. Given a peptide amino acid sequence and an MHC pseudo amino acid sequence, predict their binding affinity value. This is MHC class I binding data. (1) The peptide sequence is YRSGIIAVV. The MHC is HLA-B44:03 with pseudo-sequence HLA-B44:03. The binding affinity (normalized) is 0. (2) The peptide sequence is WSMGKEAPQF. The MHC is HLA-B27:05 with pseudo-sequence HLA-B27:05. The binding affinity (normalized) is 0. (3) The peptide sequence is IGFSTPEEK. The MHC is Mamu-B52 with pseudo-sequence Mamu-B52. The binding affinity (normalized) is 0.649. (4) The peptide sequence is YVFPVIFSR. The MHC is Mamu-A07 with pseudo-sequence Mamu-A07. The binding affinity (normalized) is 0. (5) The peptide sequence is ASMGFKVTTR. The MHC is HLA-A11:01 with pseudo-sequence HLA-A11:01. The binding affinity (normalized) is 1.00. (6) The peptide sequence is ETFGFEIQSY. The MHC is Patr-A0701 with pseudo-sequence Patr-A0701. The binding affinity (normalized) is 0. (7) The peptide sequence is HHANEYRQY. The MHC is HLA-A29:02 with pseudo-sequence HLA-A29:02. The binding affinity (normalized) is 0.127.